Dataset: Full USPTO retrosynthesis dataset with 1.9M reactions from patents (1976-2016). Task: Predict the reactants needed to synthesize the given product. (1) Given the product [O:20]=[S:17]1(=[O:21])[CH2:18][CH2:19][CH:14]([C:5]2[C:4]3[C:8](=[C:9]([C:11]([NH2:13])=[O:12])[CH:10]=[C:2]([C:33]4[CH:32]=[CH:9][CH:10]=[CH:2][CH:3]=4)[CH:3]=3)[NH:7][CH:6]=2)[CH2:15][CH:16]1[C:22]1[CH:23]=[CH:24][CH:25]=[CH:26][CH:27]=1, predict the reactants needed to synthesize it. The reactants are: Br[C:2]1[CH:3]=[C:4]2[C:8](=[C:9]([C:11]([NH2:13])=[O:12])[CH:10]=1)[NH:7][CH:6]=[C:5]2[CH:14]1[CH2:19][CH2:18][S:17](=[O:21])(=[O:20])[CH:16]([C:22]2[CH:27]=[CH:26][CH:25]=[CH:24][CH:23]=2)[CH2:15]1.O1[CH2:33][CH2:32]OCC1.O.[NH4+]. (2) Given the product [O:1]1[CH2:6][CH2:5][CH2:4][CH:3]([CH2:7][CH2:8][CH2:9][OH:10])[CH2:2]1, predict the reactants needed to synthesize it. The reactants are: [O:1]1[CH2:6][CH2:5][CH2:4][C:3](=[CH:7][CH2:8][CH2:9][OH:10])[CH2:2]1. (3) Given the product [CH:22]([C:13]1[C:12]2[C:16](=[CH:17][CH:18]=[C:10]([C:8]([O:7][CH3:6])=[O:9])[CH:11]=2)[NH:15][CH:14]=1)=[O:23], predict the reactants needed to synthesize it. The reactants are: O=P(Cl)(Cl)Cl.[CH3:6][O:7][C:8]([C:10]1[CH:11]=[C:12]2[C:16](=[CH:17][CH:18]=1)[NH:15][CH:14]=[CH:13]2)=[O:9].CN([CH:22]=[O:23])C. (4) The reactants are: [NH2:1][C:2]1[CH:16]=[CH:15][C:5]([O:6][C:7]2[CH:8]=[C:9]([CH:12]=[CH:13][CH:14]=2)[C:10]#[N:11])=[C:4]([Cl:17])[CH:3]=1.C(O[C:23](=[O:37])[NH:24][CH2:25][CH2:26][N:27]1[C:35]2[C:34](Cl)=[N:33][CH:32]=[N:31][C:30]=2[CH:29]=[CH:28]1)(C)(C)C.Cl.C(OCC)(=O)C.[OH:45][C:46]([CH3:52])([CH3:51])[CH2:47]C(O)=O.Cl.C(N=C=NCCCN(C)C)C.ON1C2C=CC=CC=2N=N1. Given the product [Cl:17][C:4]1[CH:3]=[C:2]([NH:1][C:34]2[C:35]3[N:27]([CH2:26][CH2:25][NH:24][C:23](=[O:37])[CH2:47][C:46]([OH:45])([CH3:52])[CH3:51])[CH:28]=[CH:29][C:30]=3[N:31]=[CH:32][N:33]=2)[CH:16]=[CH:15][C:5]=1[O:6][C:7]1[CH:14]=[CH:13][CH:12]=[C:9]([C:10]#[N:11])[CH:8]=1, predict the reactants needed to synthesize it. (5) Given the product [F:11][C:10]1[CH:9]=[C:8]([C:12]([OH:15])([CH3:14])[CH3:13])[CH:7]=[C:6]([F:16])[C:5]=1[CH:4]=[O:3], predict the reactants needed to synthesize it. The reactants are: C([O:3][CH:4](OCC)[C:5]1[C:10]([F:11])=[CH:9][C:8]([C:12]([OH:15])([CH3:14])[CH3:13])=[CH:7][C:6]=1[F:16])C.